From a dataset of Reaction yield outcomes from USPTO patents with 853,638 reactions. Predict the reaction yield, written as a fraction of the theoretical maximum amount of product (1.0 means a 100% yield; for example, 0.34 means a 34% yield). The reactants are [F:1][C:2]1[CH:7]=[C:6]([Si:8]([CH3:11])([CH3:10])[CH3:9])[CH:5]=[CH:4][C:3]=1[NH2:12].[Li+].C[Si]([N-][Si](C)(C)C)(C)C.Cl[C:24]1[N:32]=[C:31]([Cl:33])[C:30]([F:34])=[CH:29][C:25]=1[C:26]([OH:28])=[O:27]. The catalyst is C1COCC1. The product is [Cl:33][C:31]1[C:30]([F:34])=[CH:29][C:25]([C:26]([OH:28])=[O:27])=[C:24]([NH:12][C:3]2[CH:4]=[CH:5][C:6]([Si:8]([CH3:9])([CH3:11])[CH3:10])=[CH:7][C:2]=2[F:1])[N:32]=1. The yield is 0.490.